From a dataset of Catalyst prediction with 721,799 reactions and 888 catalyst types from USPTO. Predict which catalyst facilitates the given reaction. Reactant: [CH3:1][NH:2][NH2:3].[O:4]1[CH:8]=[CH:7][CH:6]=[C:5]1[C:9](Cl)=[O:10]. Product: [CH3:1][N:2]([C:9]([C:5]1[O:4][CH:8]=[CH:7][CH:6]=1)=[O:10])[NH2:3]. The catalyst class is: 4.